From a dataset of Forward reaction prediction with 1.9M reactions from USPTO patents (1976-2016). Predict the product of the given reaction. (1) Given the reactants [NH2:1]/[C:2](=[N:16]\[O:17][C:18](=O)[CH2:19][C:20]1[CH:25]=[CH:24][C:23]([CH3:26])=[CH:22][CH:21]=1)/[C@H:3]1[CH2:7][CH2:6][C@H:5]([NH:8][C:9](=[O:15])[O:10][C:11]([CH3:14])([CH3:13])[CH3:12])[CH2:4]1.C([O-])(=O)C.[Na+], predict the reaction product. The product is: [CH3:26][C:23]1[CH:24]=[CH:25][C:20]([CH2:19][C:18]2[O:17][N:16]=[C:2]([C@H:3]3[CH2:7][CH2:6][C@H:5]([NH:8][C:9](=[O:15])[O:10][C:11]([CH3:14])([CH3:13])[CH3:12])[CH2:4]3)[N:1]=2)=[CH:21][CH:22]=1. (2) The product is: [C:20]([O:8][C:5]1[CH:6]=[CH:7][C:2]([CH3:1])=[C:3]([C:9]([F:10])([F:11])[F:12])[CH:4]=1)(=[O:22])[CH3:21]. Given the reactants [CH3:1][C:2]1[CH:7]=[CH:6][C:5]([OH:8])=[CH:4][C:3]=1[C:9]([F:12])([F:11])[F:10].C(N(CC)CC)C.[C:20](OC(=O)C)(=[O:22])[CH3:21], predict the reaction product. (3) Given the reactants [Cl:1][C:2]1[C:7]([F:8])=[CH:6][CH:5]=[C:4]([O:9][CH3:10])[C:3]=1[C@H:11]([C:13]1[C:21]2[C:16](=[N:17][CH:18]=[C:19]([C:22]3[C:23]([CH3:38])=[N:24][N:25]([C@H:27]4[CH2:32][CH2:31][C@H:30]([C:33]([O:35]CC)=[O:34])[CH2:29][CH2:28]4)[CH:26]=3)[CH:20]=2)[NH:15][CH:14]=1)[CH3:12].CO.[OH-].[Li+].O, predict the reaction product. The product is: [Cl:1][C:2]1[C:7]([F:8])=[CH:6][CH:5]=[C:4]([O:9][CH3:10])[C:3]=1[C@H:11]([C:13]1[C:21]2[C:16](=[N:17][CH:18]=[C:19]([C:22]3[C:23]([CH3:38])=[N:24][N:25]([C@H:27]4[CH2:32][CH2:31][C@H:30]([C:33]([OH:35])=[O:34])[CH2:29][CH2:28]4)[CH:26]=3)[CH:20]=2)[NH:15][CH:14]=1)[CH3:12]. (4) Given the reactants [C:1]([O:5][C:6]([N:8]1[CH2:12][CH2:11][C@H:10]([OH:13])[C@H:9]1[C:14]([OH:16])=O)=[O:7])([CH3:4])([CH3:3])[CH3:2].Cl.[CH3:18][NH:19][O:20][CH3:21].C(Cl)CCl, predict the reaction product. The product is: [C:1]([O:5][C:6]([N:8]1[CH2:12][CH2:11][C@H:10]([OH:13])[C@H:9]1[C:14](=[O:16])[N:19]([O:20][CH3:21])[CH3:18])=[O:7])([CH3:2])([CH3:3])[CH3:4].